This data is from Reaction yield outcomes from USPTO patents with 853,638 reactions. The task is: Predict the reaction yield, written as a fraction of the theoretical maximum amount of product (1.0 means a 100% yield; for example, 0.34 means a 34% yield). (1) The reactants are OC(C(F)(F)F)=O.[CH3:8][C:9]([Si:12]([CH3:28])([CH3:27])[O:13][C@H:14]1[C@H:19]([N:20]2[C:24](=[O:25])[CH2:23][O:22][C:21]2=[O:26])[CH2:18][CH2:17][NH:16][CH2:15]1)([CH3:11])[CH3:10].CCN(C(C)C)C(C)C.[Cl:38][C:39]1[N:43]2[CH:44]=[C:45]([C:52]3[CH:56]=[CH:55][O:54][CH:53]=3)[CH:46]=[C:47]([C:48]([F:51])([F:50])[F:49])[C:42]2=[N:41][C:40]=1[C:57](O)=[O:58].CN(C(ON1N=NC2C=CC=NC1=2)=[N+](C)C)C.F[P-](F)(F)(F)(F)F. The catalyst is CN(C=O)C.CCOC(C)=O. The product is [Cl:38][C:39]1[N:43]2[CH:44]=[C:45]([C:52]3[CH:56]=[CH:55][O:54][CH:53]=3)[CH:46]=[C:47]([C:48]([F:50])([F:49])[F:51])[C:42]2=[N:41][C:40]=1[C:57]([N:16]1[CH2:17][CH2:18][C@@H:19]([N:20]2[C:24](=[O:25])[CH2:23][O:22][C:21]2=[O:26])[C@H:14]([O:13][Si:12]([C:9]([CH3:8])([CH3:10])[CH3:11])([CH3:28])[CH3:27])[CH2:15]1)=[O:58]. The yield is 1.10. (2) The reactants are Cl.[NH2:2][OH:3].[CH2:4]1[CH2:14][C:12](=O)[C:11]2[C:6](=[CH:7][CH:8]=[CH:9][CH:10]=2)[CH2:5]1. The catalyst is CO. The product is [C:12]1(=[N:2][OH:3])[C:11]2[C:6](=[CH:7][CH:8]=[CH:9][CH:10]=2)[CH2:5][CH2:4][CH2:14]1. The yield is 0.630. (3) No catalyst specified. The reactants are [NH2:1][C:2]1[CH:3]=[C:4]2[C:8](=[CH:9][CH:10]=1)[N:7]([CH2:11][CH2:12][N:13]([CH3:15])[CH3:14])[C:6]([CH3:16])=[CH:5]2.[C:17]1([C:23]2[CH:28]=[CH:27][C:26]([S:29](Cl)(=[O:31])=[O:30])=[CH:25][CH:24]=2)[CH:22]=[CH:21][CH:20]=[CH:19][CH:18]=1. The product is [CH3:14][N:13]([CH3:15])[CH2:12][CH2:11][N:7]1[C:8]2[C:4](=[CH:3][C:2]([NH:1][S:29]([C:26]3[CH:25]=[CH:24][C:23]([C:17]4[CH:22]=[CH:21][CH:20]=[CH:19][CH:18]=4)=[CH:28][CH:27]=3)(=[O:31])=[O:30])=[CH:10][CH:9]=2)[CH:5]=[C:6]1[CH3:16]. The yield is 0.620. (4) The reactants are [NH2:1][C:2]1[N:7]=[C:6]([Cl:8])[C:5]([CH:9]=O)=[C:4](Cl)[N:3]=1.C1COCC1.[NH2:17][NH2:18].O.NN. The catalyst is C(N(CC)CC)C. The product is [Cl:8][C:6]1[N:7]=[C:2]([NH2:1])[N:3]=[C:4]2[NH:17][N:18]=[CH:9][C:5]=12. The yield is 0.850. (5) The reactants are [OH:1][C:2]1[C:9]([CH:10]([CH3:12])[CH3:11])=[CH:8][C:5]([CH:6]=O)=[C:4]([CH3:13])[CH:3]=1.[NH:14]1[CH2:18][CH2:17][CH2:16][CH2:15]1.[BH-](OC(C)=O)(OC(C)=O)OC(C)=O.[Na+].OS([O-])(=O)=O.[Na+]. The catalyst is C(Cl)Cl.O. The product is [CH:10]([C:9]1[CH:8]=[C:5]([CH2:6][N:14]2[CH2:18][CH2:17][CH2:16][CH2:15]2)[C:4]([CH3:13])=[CH:3][C:2]=1[OH:1])([CH3:12])[CH3:11]. The yield is 0.800. (6) The reactants are [NH2:1][C:2]1[CH:7]=[CH:6][C:5]([C:8]2[CH:13]=[CH:12][C:11]([C:14]([C@@H:16]3[CH2:19][CH2:18][C@H:17]3[C:20]([O:22]C)=[O:21])=[O:15])=[CH:10][CH:9]=2)=[CH:4][CH:3]=1.Cl[C:25]1[S:26][C:27]2[CH:33]=[C:32]([F:34])[CH:31]=[C:30]([F:35])[C:28]=2[N:29]=1.[OH-].[Na+].[CH2:38](O)CCC. No catalyst specified. The product is [F:35][C:30]1[C:28]2[N:29]=[C:25]([NH:1][C:2]3[CH:3]=[CH:4][C:5]([C:8]4[CH:9]=[CH:10][C:11]([C:14]([C@@H:16]5[CH2:38][CH2:19][CH2:18][C@H:17]5[C:20]([OH:22])=[O:21])=[O:15])=[CH:12][CH:13]=4)=[CH:6][CH:7]=3)[S:26][C:27]=2[CH:33]=[C:32]([F:34])[CH:31]=1. The yield is 0.430.